Dataset: Forward reaction prediction with 1.9M reactions from USPTO patents (1976-2016). Task: Predict the product of the given reaction. (1) Given the reactants C([Mg]Br)C.[CH:5]1([C:8]#[CH:9])[CH2:7][CH2:6]1.S(Cl)(Cl)=O.[Cl:14][C:15]1[CH:16]=[C:17]2[C:22](=[CH:23][CH:24]=1)[NH:21][C:20](=O)[N:19]([CH2:26][C:27]([F:30])([F:29])[F:28])[C:18]2(O)[C:31]([F:34])([F:33])[F:32].C(N(CC)CC)C, predict the reaction product. The product is: [Cl:14][C:15]1[CH:16]=[C:17]2[C:22](=[CH:23][CH:24]=1)[N:21]=[CH:20][N:19]([CH2:26][C:27]([F:30])([F:29])[F:28])[C:18]2([C:9]#[C:8][CH:5]1[CH2:7][CH2:6]1)[C:31]([F:33])([F:34])[F:32]. (2) Given the reactants F[C:2]1[C:7]([F:8])=[C:6]([O:9][CH2:10][C:11]#[C:12][CH2:13][CH3:14])[N:5]=[CH:4][N:3]=1.[NH:15]1[CH2:19][CH2:18][CH2:17][CH2:16]1, predict the reaction product. The product is: [F:8][C:7]1[C:6]([O:9][CH2:10][C:11]#[C:12][CH2:13][CH3:14])=[N:5][CH:4]=[N:3][C:2]=1[N:15]1[CH2:19][CH2:18][CH2:17][CH2:16]1. (3) Given the reactants C([O:8][C:9]1[C:10]([CH3:27])=[CH:11][C:12]2[S:16][C:15]([NH:17]C(=O)C3C=CC=CC=3)=[N:14][C:13]=2[CH:26]=1)C1C=CC=CC=1.OS(O)(=O)=O.C([O-])([O-])=O.[Na+].[Na+], predict the reaction product. The product is: [NH2:17][C:15]1[S:16][C:12]2[CH:11]=[C:10]([CH3:27])[C:9]([OH:8])=[CH:26][C:13]=2[N:14]=1. (4) The product is: [CH2:32]([NH:33][C:23](=[O:24])[C:22]1[CH:26]=[CH:27][C:19]([N:16]2[CH2:15][CH2:14][N:13]([CH2:12][C:9]3[CH:10]=[N:11][C:5]4[N:4]5[CH2:28][CH2:29][CH2:30][C@H:3]5[C:2](=[O:1])[NH:7][C:6]=4[CH:8]=3)[CH2:18][CH2:17]2)=[CH:20][CH:21]=1)[CH3:31]. Given the reactants [O:1]=[C:2]1[NH:7][C:6]2[CH:8]=[C:9]([CH2:12][N:13]3[CH2:18][CH2:17][N:16]([C:19]4[CH:27]=[CH:26][C:22]([C:23](O)=[O:24])=[CH:21][CH:20]=4)[CH2:15][CH2:14]3)[CH:10]=[N:11][C:5]=2[N:4]2[CH2:28][CH2:29][CH2:30][C@@H:3]12.[CH3:31][CH2:32][N:33](C(C)C)C(C)C.C(N)C.CN(C(ON1N=NC2C=CC=NC1=2)=[N+](C)C)C.F[P-](F)(F)(F)(F)F, predict the reaction product. (5) Given the reactants COC(=O)C1C=CC=C(N[C:11](=[O:38])[CH2:12][N:13]2[N:19]=[C:18]([CH:20]3[CH2:25][CH2:24][CH2:23][CH2:22][CH2:21]3)[C:17]3[CH:26]=[CH:27][CH:28]=[CH:29][C:16]=3[N:15]([CH2:30][C:31](=[O:36])[C:32]([CH3:35])([CH3:34])[CH3:33])[C:14]2=[O:37])C=1.[CH2:40]([O:42]C(C1C=C(C2C=CC=C(N)C=2)C=CC=1)=O)[CH3:41], predict the reaction product. The product is: [CH2:40]([O:42][C:11](=[O:38])[CH2:12][N:13]1[N:19]=[C:18]([CH:20]2[CH2:21][CH2:22][CH2:23][CH2:24][CH2:25]2)[C:17]2[CH:26]=[CH:27][CH:28]=[CH:29][C:16]=2[N:15]([CH2:30][C:31](=[O:36])[C:32]([CH3:34])([CH3:33])[CH3:35])[C:14]1=[O:37])[CH3:41]. (6) The product is: [Cl:1][C:2]1[C:3]([N:8]2[CH2:17][CH2:16][C:15]3[C:14]([NH:18][C:19]4[CH:27]=[C:26]5[C:22]([C:23]([CH3:29])([CH3:28])[CH2:24][N:25]5[CH3:31])=[CH:21][CH:20]=4)=[N:13][CH:12]=[N:11][C:10]=3[CH2:9]2)=[N:4][CH:5]=[CH:6][CH:7]=1. Given the reactants [Cl:1][C:2]1[C:3]([N:8]2[CH2:17][CH2:16][C:15]3[C:14]([NH:18][C:19]4[CH:27]=[C:26]5[C:22]([C:23]([CH3:29])([CH3:28])[CH2:24][NH:25]5)=[CH:21][CH:20]=4)=[N:13][CH:12]=[N:11][C:10]=3[CH2:9]2)=[N:4][CH:5]=[CH:6][CH:7]=1.Cl.[C:31]([O-])([O-])=O.[K+].[K+].CI, predict the reaction product.